This data is from Full USPTO retrosynthesis dataset with 1.9M reactions from patents (1976-2016). The task is: Predict the reactants needed to synthesize the given product. (1) Given the product [Cl:1][C:2]1[CH:7]=[C:6]([F:8])[C:5]([N:9]2[C:14](=[O:15])[CH:13]=[C:12]([C:16]([F:18])([F:17])[F:19])[N:11]([CH3:26])[C:10]2=[O:20])=[C:4]([N+:21]([O-:23])=[O:22])[C:3]=1[O:24][CH3:25], predict the reactants needed to synthesize it. The reactants are: [Cl:1][C:2]1[CH:7]=[C:6]([F:8])[C:5]([N:9]2[C:14](=[O:15])[CH:13]=[C:12]([C:16]([F:19])([F:18])[F:17])[NH:11][C:10]2=[O:20])=[C:4]([N+:21]([O-:23])=[O:22])[C:3]=1[O:24][CH3:25].[C:26](=O)([O-])[O-].[K+].[K+].COS(OC)(=O)=O.O. (2) Given the product [O:4]1[C:5]2([CH2:6][CH2:7][CH:8]([C:11]3[CH:12]=[N:13][N:14]([CH2:16][O:17][CH2:18][CH2:19][Si:20]([CH3:23])([CH3:22])[CH3:21])[CH:15]=3)[CH2:9][CH2:10]2)[O:1][CH2:2][CH2:3]1, predict the reactants needed to synthesize it. The reactants are: [O:1]1[C:5]2([CH2:10][CH2:9][C:8]([C:11]3[CH:12]=[N:13][N:14]([CH2:16][O:17][CH2:18][CH2:19][Si:20]([CH3:23])([CH3:22])[CH3:21])[CH:15]=3)=[CH:7][CH2:6]2)[O:4][CH2:3][CH2:2]1. (3) Given the product [Cl:19][C:18]1[C:4]2[N:3]=[C:2]([NH:37][C:27]3[CH:28]=[N:29][C:30]([N:32]4[CH2:33][CH2:34][CH2:35][CH2:36]4)=[CH:31][C:26]=3[CH3:25])[N:6]([CH2:7][CH2:8][CH2:9][C:10]([O:12][CH2:13][CH3:14])=[O:11])[C:5]=2[C:15]([CH:20]([CH2:23][CH3:24])[CH2:21][CH3:22])=[CH:16][CH:17]=1, predict the reactants needed to synthesize it. The reactants are: Cl[C:2]1[N:6]([CH2:7][CH2:8][CH2:9][C:10]([O:12][CH2:13][CH3:14])=[O:11])[C:5]2[C:15]([CH:20]([CH2:23][CH3:24])[CH2:21][CH3:22])=[CH:16][CH:17]=[C:18]([Cl:19])[C:4]=2[N:3]=1.[CH3:25][C:26]1[CH:31]=[C:30]([N:32]2[CH2:36][CH2:35][CH2:34][CH2:33]2)[N:29]=[CH:28][C:27]=1[NH2:37].O.C1(C)C=CC(S(O)(=O)=O)=CC=1.